Dataset: Forward reaction prediction with 1.9M reactions from USPTO patents (1976-2016). Task: Predict the product of the given reaction. (1) Given the reactants [Br:1][C:2]1[CH:7]=[C:6]([C:8]([F:17])([C:13]([F:16])([F:15])[F:14])[C:9]([F:12])([F:11])[F:10])[CH:5]=[C:4]([Br:18])[C:3]=1[N:19]([CH3:40])[C:20]([C:22]1[C:23]([O:38][CH3:39])=[C:24]([N:28]([CH3:37])[C:29]([C:31]2[CH:36]=[CH:35][N:34]=[CH:33][CH:32]=2)=[O:30])[CH:25]=[CH:26][CH:27]=1)=[O:21].ClC1C=CC=C(C(OO)=[O:49])C=1, predict the reaction product. The product is: [Br:1][C:2]1[CH:7]=[C:6]([C:8]([F:17])([C:9]([F:10])([F:11])[F:12])[C:13]([F:14])([F:15])[F:16])[CH:5]=[C:4]([Br:18])[C:3]=1[N:19]([CH3:40])[C:20]([C:22]1[C:23]([O:38][CH3:39])=[C:24]([N:28]([CH3:37])[C:29]([C:31]2[CH:32]=[CH:33][N+:34]([O-:49])=[CH:35][CH:36]=2)=[O:30])[CH:25]=[CH:26][CH:27]=1)=[O:21]. (2) Given the reactants [C:1](=[O:4])([O-])[O-].[K+].[K+].[Cl:7][C:8]1[N:13]=[C:12](Cl)[C:11]([Cl:15])=[CH:10][N:9]=1.[N+:16]([C:19]1[CH:20]=[C:21](O)C=[CH:23][CH:24]=1)([O-:18])=[O:17], predict the reaction product. The product is: [Cl:7][C:8]1[N:13]=[C:12]([O:4][C:1]2[CH:21]=[CH:20][C:19]([N+:16]([O-:18])=[O:17])=[CH:24][CH:23]=2)[C:11]([Cl:15])=[CH:10][N:9]=1.